From a dataset of NCI-60 drug combinations with 297,098 pairs across 59 cell lines. Regression. Given two drug SMILES strings and cell line genomic features, predict the synergy score measuring deviation from expected non-interaction effect. (1) Drug 1: C1=CC(=CC=C1CCC2=CNC3=C2C(=O)NC(=N3)N)C(=O)NC(CCC(=O)O)C(=O)O. Drug 2: C1C(C(OC1N2C=NC3=C(N=C(N=C32)Cl)N)CO)O. Cell line: SK-MEL-28. Synergy scores: CSS=12.6, Synergy_ZIP=-1.50, Synergy_Bliss=3.39, Synergy_Loewe=2.53, Synergy_HSA=3.10. (2) Drug 1: CN(C)N=NC1=C(NC=N1)C(=O)N. Drug 2: CN1C(=O)N2C=NC(=C2N=N1)C(=O)N. Cell line: SW-620. Synergy scores: CSS=3.74, Synergy_ZIP=-0.109, Synergy_Bliss=4.34, Synergy_Loewe=-5.90, Synergy_HSA=-0.888. (3) Synergy scores: CSS=12.0, Synergy_ZIP=-3.39, Synergy_Bliss=0.552, Synergy_Loewe=-1.12, Synergy_HSA=-0.205. Drug 2: CCC1(CC2CC(C3=C(CCN(C2)C1)C4=CC=CC=C4N3)(C5=C(C=C6C(=C5)C78CCN9C7C(C=CC9)(C(C(C8N6C)(C(=O)OC)O)OC(=O)C)CC)OC)C(=O)OC)O.OS(=O)(=O)O. Drug 1: CC1C(C(CC(O1)OC2CC(CC3=C2C(=C4C(=C3O)C(=O)C5=C(C4=O)C(=CC=C5)OC)O)(C(=O)CO)O)N)O.Cl. Cell line: RXF 393. (4) Drug 1: CC1=C(C=C(C=C1)C(=O)NC2=CC(=CC(=C2)C(F)(F)F)N3C=C(N=C3)C)NC4=NC=CC(=N4)C5=CN=CC=C5. Drug 2: COCCOC1=C(C=C2C(=C1)C(=NC=N2)NC3=CC=CC(=C3)C#C)OCCOC.Cl. Cell line: OVCAR-5. Synergy scores: CSS=0.419, Synergy_ZIP=0.115, Synergy_Bliss=1.52, Synergy_Loewe=-5.22, Synergy_HSA=-2.66. (5) Drug 1: C1=CC=C(C=C1)NC(=O)CCCCCCC(=O)NO. Drug 2: CC12CCC3C(C1CCC2O)C(CC4=C3C=CC(=C4)O)CCCCCCCCCS(=O)CCCC(C(F)(F)F)(F)F. Cell line: DU-145. Synergy scores: CSS=6.19, Synergy_ZIP=-0.292, Synergy_Bliss=5.99, Synergy_Loewe=0.885, Synergy_HSA=2.56. (6) Drug 1: CC1=C2C(C(=O)C3(C(CC4C(C3C(C(C2(C)C)(CC1OC(=O)C(C(C5=CC=CC=C5)NC(=O)C6=CC=CC=C6)O)O)OC(=O)C7=CC=CC=C7)(CO4)OC(=O)C)O)C)OC(=O)C. Drug 2: C1=CN(C=N1)CC(O)(P(=O)(O)O)P(=O)(O)O. Cell line: HCT116. Synergy scores: CSS=35.9, Synergy_ZIP=1.89, Synergy_Bliss=8.75, Synergy_Loewe=6.66, Synergy_HSA=6.52.